Dataset: Full USPTO retrosynthesis dataset with 1.9M reactions from patents (1976-2016). Task: Predict the reactants needed to synthesize the given product. (1) The reactants are: [F:1][C:2]1[CH:3]=[C:4]([CH:19]=[CH:20][CH:21]=1)[CH2:5][O:6][C:7]1[CH:8]=[CH:9][C:10]2[CH:16]=[CH:15][NH:14][C:13](=[O:17])[CH2:12][C:11]=2[CH:18]=1.[C:22]([O-])(=[O:24])[CH3:23].[Na+]. Given the product [C:22]([N:14]1[CH:15]=[CH:16][C:10]2[CH:9]=[CH:8][C:7]([O:6][CH2:5][C:4]3[CH:19]=[CH:20][CH:21]=[C:2]([F:1])[CH:3]=3)=[CH:18][C:11]=2[CH2:12][C:13]1=[O:17])(=[O:24])[CH3:23], predict the reactants needed to synthesize it. (2) Given the product [C:1]1([C:7]2[NH:8][N:9]=[C:10]3[C:11]=2[CH:16]([C:1]2[CH:6]=[CH:5][CH:4]=[CH:3][CH:2]=2)[CH2:18][C:19](=[O:21])[NH:12]3)[CH:2]=[CH:3][CH:4]=[CH:5][CH:6]=1, predict the reactants needed to synthesize it. The reactants are: [C:1]1([C:7]2[CH:11]=[C:10]([NH2:12])[NH:9][N:8]=2)[CH:6]=[CH:5][CH:4]=[CH:3][CH:2]=1.CC1(C)[O:21][C:19](=O)[CH2:18][C:16](=O)O1. (3) The reactants are: [CH2:1]([O:3][C:4]([C:6]1[C:18]([CH2:19][CH2:20][C:21]2[CH:26]=[CH:25][C:24]([F:27])=[CH:23][CH:22]=2)=[N:17][C:9]2[C@H:10]3[N:14]([C:15](=[O:16])[C:8]=2[C:7]=1[C:28]1[S:32][CH:31]=[C:30]([C:33](O)=[O:34])[CH:29]=1)[CH2:13][CH2:12][CH2:11]3)=[O:5])[CH3:2].[NH2:36][CH:37]1[C:45]2[C:40](=[CH:41][CH:42]=[CH:43][CH:44]=2)[CH2:39][CH2:38]1.CCN=C=NCCCN(C)C.C1C=CC2N(O)N=NC=2C=1.Cl. Given the product [CH:37]1([NH:36][C:33]([C:30]2[CH:29]=[C:28]([C:7]3[C:8]4[C:15](=[O:16])[N:14]5[C@H:10]([C:9]=4[N:17]=[C:18]([CH2:19][CH2:20][C:21]4[CH:26]=[CH:25][C:24]([F:27])=[CH:23][CH:22]=4)[C:6]=3[C:4]([O:3][CH2:1][CH3:2])=[O:5])[CH2:11][CH2:12][CH2:13]5)[S:32][CH:31]=2)=[O:34])[C:45]2[C:40](=[CH:41][CH:42]=[CH:43][CH:44]=2)[CH2:39][CH2:38]1, predict the reactants needed to synthesize it. (4) Given the product [C:1]1([C:11]([C:6]2[C:5]3[C:4](=[CH:3][CH:2]=[CH:1][CH:10]=3)[NH:15][CH:7]=2)=[O:12])[C:10]2[C:5](=[CH:6][CH:7]=[CH:8][CH:9]=2)[CH:4]=[CH:3][CH:2]=1, predict the reactants needed to synthesize it. The reactants are: [C:1]1([C:11](Cl)=[O:12])[C:10]2[C:5](=[CH:6][CH:7]=[CH:8][CH:9]=2)[CH:4]=[CH:3][CH:2]=1.[Cl-].[NH4+:15]. (5) Given the product [C:13]([O:17][C:18]([N:20]1[CH2:21][CH2:22][CH:23]([N:26]2[C:30]3=[N:31][CH:32]=[N:33][C:34]([O:12][C:9]4[CH:8]=[CH:7][C:6]([N:1]5[CH:5]=[N:4][CH:3]=[N:2]5)=[CH:11][CH:10]=4)=[C:29]3[CH:28]=[N:27]2)[CH2:24][CH2:25]1)=[O:19])([CH3:16])([CH3:14])[CH3:15], predict the reactants needed to synthesize it. The reactants are: [N:1]1([C:6]2[CH:11]=[CH:10][C:9]([OH:12])=[CH:8][CH:7]=2)[CH:5]=[N:4][CH:3]=[N:2]1.[C:13]([O:17][C:18]([N:20]1[CH2:25][CH2:24][CH:23]([N:26]2[C:30]3=[N:31][CH:32]=[N:33][C:34](Cl)=[C:29]3[CH:28]=[N:27]2)[CH2:22][CH2:21]1)=[O:19])([CH3:16])([CH3:15])[CH3:14].C(=O)([O-])[O-].[K+].[K+]. (6) Given the product [F:37][CH:36]([F:38])[CH2:35][N:24]1[CH2:23][CH2:22][C:21]2[C:26](=[CH:27][C:18]([NH:17][C:16]([C:12]3[CH:11]=[C:10]([CH:15]=[CH:14][CH:13]=3)[CH2:9][NH:8][C:6](=[O:7])[C:5]3[CH:29]=[CH:30][C:31]([O:32][CH3:33])=[C:3]([O:2][CH3:1])[CH:4]=3)=[O:28])=[CH:19][CH:20]=2)[CH2:25]1, predict the reactants needed to synthesize it. The reactants are: [CH3:1][O:2][C:3]1[CH:4]=[C:5]([CH:29]=[CH:30][C:31]=1[O:32][CH3:33])[C:6]([NH:8][CH2:9][C:10]1[CH:15]=[CH:14][CH:13]=[C:12]([C:16](=[O:28])[NH:17][C:18]2[CH:27]=[C:26]3[C:21]([CH2:22][CH2:23][NH:24][CH2:25]3)=[CH:20][CH:19]=2)[CH:11]=1)=[O:7].Br[CH2:35][CH:36]([F:38])[F:37].C([O-])([O-])=O.[K+].[K+]. (7) Given the product [OH:32][C:29]([C:26]1[CH:25]=[CH:24][C:23]([NH:1][C:2]2[S:6][C:5]([C:7]3[CH:8]=[N:9][C:10]([N:13]4[CH2:18][CH2:17][O:16][CH2:15][CH2:14]4)=[CH:11][CH:12]=3)=[N:4][C:3]=2[C:19]([NH2:21])=[O:20])=[N:28][CH:27]=1)([CH3:31])[CH3:30], predict the reactants needed to synthesize it. The reactants are: [NH2:1][C:2]1[S:6][C:5]([C:7]2[CH:8]=[N:9][C:10]([N:13]3[CH2:18][CH2:17][O:16][CH2:15][CH2:14]3)=[CH:11][CH:12]=2)=[N:4][C:3]=1[C:19]([NH2:21])=[O:20].Br[C:23]1[N:28]=[CH:27][C:26]([C:29]([OH:32])([CH3:31])[CH3:30])=[CH:25][CH:24]=1.CC(C1C=C(C(C)C)C(C2C=CC=CC=2P(C2CCCCC2)C2CCCCC2)=C(C(C)C)C=1)C.C(=O)([O-])[O-].[K+].[K+].C(O)(CC)(C)C. (8) Given the product [C:29]1([C:2]2[CH:7]=[C:6]([CH2:8][CH2:9][S:10]([N:13]3[CH2:18][CH2:17][O:16][CH2:15][CH2:14]3)(=[O:12])=[O:11])[CH:5]=[CH:4][C:3]=2[NH2:19])[CH2:34][CH2:33][CH2:32][CH2:31][CH:30]=1, predict the reactants needed to synthesize it. The reactants are: Br[C:2]1[CH:7]=[C:6]([CH2:8][CH2:9][S:10]([N:13]2[CH2:18][CH2:17][O:16][CH2:15][CH2:14]2)(=[O:12])=[O:11])[CH:5]=[CH:4][C:3]=1[NH2:19].CCO.C([O-])([O-])=O.[Na+].[Na+].[C:29]1(B(O)O)[CH2:34][CH2:33][CH2:32][CH2:31][CH:30]=1.